From a dataset of Peptide-MHC class I binding affinity with 185,985 pairs from IEDB/IMGT. Regression. Given a peptide amino acid sequence and an MHC pseudo amino acid sequence, predict their binding affinity value. This is MHC class I binding data. (1) The peptide sequence is TTNNLLEQLI. The MHC is HLA-A02:01 with pseudo-sequence HLA-A02:01. The binding affinity (normalized) is 0.214. (2) The peptide sequence is DLNKVIQFL. The MHC is HLA-B40:01 with pseudo-sequence HLA-B40:01. The binding affinity (normalized) is 0.0847. (3) The peptide sequence is ETAWPFFYA. The MHC is HLA-B57:01 with pseudo-sequence HLA-B57:01. The binding affinity (normalized) is 0.0847.